This data is from Forward reaction prediction with 1.9M reactions from USPTO patents (1976-2016). The task is: Predict the product of the given reaction. Given the reactants [CH:1]1[C:13]2[NH:12][C:11]3[C:6](=[CH:7][CH:8]=[CH:9][CH:10]=3)[C:5]=2[CH:4]=[CH:3][CH:2]=1.Br[CH2:15][CH2:16][CH2:17][CH2:18][CH2:19][CH2:20][CH2:21][CH2:22][CH2:23][CH2:24][CH2:25][CH3:26].[OH-].[Na+].C(N1C2C=CC=CC=2C2C1=CC=CC=2)CCCCCC, predict the reaction product. The product is: [CH2:26]([N:12]1[C:11]2[CH:10]=[CH:9][CH:8]=[CH:7][C:6]=2[C:5]2[C:13]1=[CH:1][CH:2]=[CH:3][CH:4]=2)[CH2:25][CH2:24][CH2:23][CH2:22][CH2:21][CH2:20][CH2:19][CH2:18][CH2:17][CH2:16][CH3:15].